Dataset: Full USPTO retrosynthesis dataset with 1.9M reactions from patents (1976-2016). Task: Predict the reactants needed to synthesize the given product. Given the product [N:31]1[CH:36]=[CH:35][CH:34]=[C:33]([C:37]2[CH:42]=[CH:41][N:40]=[C:39]([NH:43][C:13]3[CH:12]=[CH:11][C:10]([C:9]([NH:8][C:3]4[CH:4]=[CH:5][CH:6]=[CH:7][C:2]=4[NH2:1])=[O:30])=[CH:15][CH:14]=3)[N:38]=2)[CH:32]=1, predict the reactants needed to synthesize it. The reactants are: [NH2:1][C:2]1[CH:7]=[CH:6][CH:5]=[CH:4][C:3]=1[NH:8][C:9](=[O:30])[C:10]1[CH:15]=[CH:14][C:13](CNC2N=C(C3C=NC=CN=3)C=CN=2)=[CH:12][CH:11]=1.[N:31]1[CH:36]=[CH:35][CH:34]=[C:33]([C:37]2[CH:42]=[CH:41][N:40]=[C:39]([NH:43]C3C=CC(C(O)=O)=CC=3)[N:38]=2)[CH:32]=1.